From a dataset of Full USPTO retrosynthesis dataset with 1.9M reactions from patents (1976-2016). Predict the reactants needed to synthesize the given product. (1) Given the product [CH3:1][C:2]([CH3:24])([CH3:23])[CH2:3][N:4]1[C:8]2[N:9]=[C:10]([C:13]#[N:14])[N:11]=[CH:12][C:7]=2[CH:6]=[C:5]1[CH2:15][N:16]1[CH2:21][CH2:20][C:19](=[N:32][OH:31])[CH2:18][CH2:17]1, predict the reactants needed to synthesize it. The reactants are: [CH3:1][C:2]([CH3:24])([CH3:23])[CH2:3][N:4]1[C:8]2[N:9]=[C:10]([C:13]#[N:14])[N:11]=[CH:12][C:7]=2[CH:6]=[C:5]1[CH2:15][N:16]1[CH2:21][CH2:20][C:19](=O)[CH2:18][CH2:17]1.N1C=CC=CC=1.[OH:31][NH2:32]. (2) The reactants are: Cl.[CH:2]1([CH2:5][O:6][C:7]2[CH:12]=[CH:11][C:10]([O:13][CH3:14])=[CH:9][C:8]=2[C:15]2[CH:20]=[CH:19][N:18]=[C:17]3[C:21]([C:25]([NH:27][CH:28]4[CH2:33][CH2:32][NH:31][CH2:30][CH2:29]4)=[O:26])=[C:22]([CH3:24])[NH:23][C:16]=23)[CH2:4][CH2:3]1.[CH3:34][O:35][CH2:36][C:37](Cl)=[O:38]. Given the product [CH:2]1([CH2:5][O:6][C:7]2[CH:12]=[CH:11][C:10]([O:13][CH3:14])=[CH:9][C:8]=2[C:15]2[CH:20]=[CH:19][N:18]=[C:17]3[C:21]([C:25]([NH:27][CH:28]4[CH2:29][CH2:30][N:31]([C:37](=[O:38])[CH2:36][O:35][CH3:34])[CH2:32][CH2:33]4)=[O:26])=[C:22]([CH3:24])[NH:23][C:16]=23)[CH2:4][CH2:3]1, predict the reactants needed to synthesize it. (3) Given the product [O:16]=[C:13]1[C@@H:11]2[C@@H:10]([CH2:9][N:8]([C:25]([O:27][C:28]([CH3:29])([CH3:30])[CH3:31])=[O:26])[CH2:12]2)[CH2:15][CH2:14]1, predict the reactants needed to synthesize it. The reactants are: C([N:8]1[CH2:12][C@@H:11]2[C:13](=[O:16])[CH2:14][CH2:15][C@@H:10]2[CH2:9]1)C1C=CC=CC=1.[C:25](O[C:25]([O:27][C:28]([CH3:31])([CH3:30])[CH3:29])=[O:26])([O:27][C:28]([CH3:31])([CH3:30])[CH3:29])=[O:26]. (4) Given the product [Cl:1][C:2]1[CH:7]=[CH:6][N:5]=[C:4]2[N:8]([C:17]3[CH:24]=[CH:23][C:20]([C:21]#[N:22])=[C:19]([N+:25]([O-:27])=[O:26])[CH:18]=3)[N:9]=[C:10]([CH:11]([CH3:13])[CH3:12])[C:3]=12, predict the reactants needed to synthesize it. The reactants are: [Cl:1][C:2]1[CH:7]=[CH:6][N:5]=[C:4]2[NH:8][N:9]=[C:10]([CH:11]([CH3:13])[CH3:12])[C:3]=12.[H-].[Na+].F[C:17]1[CH:24]=[CH:23][C:20]([C:21]#[N:22])=[C:19]([N+:25]([O-:27])=[O:26])[CH:18]=1.O. (5) Given the product [Br:8][C:9]1[CH:14]=[C:13]([Cl:15])[CH:12]=[CH:11][C:10]=1[C:18]#[C:17][Si:19]([CH3:22])([CH3:21])[CH3:20], predict the reactants needed to synthesize it. The reactants are: C(N(CC)CC)C.[Br:8][C:9]1[CH:14]=[C:13]([Cl:15])[CH:12]=[CH:11][C:10]=1I.[C:17]([Si:19]([CH3:22])([CH3:21])[CH3:20])#[CH:18]. (6) Given the product [C:17]1([CH3:26])[CH:22]=[CH:21][C:20]([C:23]([NH:2][CH:3]([C:4]([O:6][CH2:7][CH3:8])=[O:5])[C:9]([O:11][CH2:12][CH3:13])=[O:10])=[O:24])=[CH:19][CH:18]=1, predict the reactants needed to synthesize it. The reactants are: Cl.[NH2:2][CH:3]([C:9]([O:11][CH2:12][CH3:13])=[O:10])[C:4]([O:6][CH2:7][CH3:8])=[O:5].C(Cl)Cl.[C:17]1([CH3:26])[CH:22]=[CH:21][C:20]([C:23](Cl)=[O:24])=[CH:19][CH:18]=1.